Predict the product of the given reaction. From a dataset of Forward reaction prediction with 1.9M reactions from USPTO patents (1976-2016). (1) Given the reactants [C:1]([O:5][C:6]([N:8]1[CH2:12][C@@H:11]([CH2:13][N:14]([CH:31]([CH3:33])[CH3:32])[C:15](=[O:30])[C:16]2[CH:21]=[CH:20][C:19]([O:22][CH3:23])=[C:18]([O:24][CH2:25][CH2:26][CH2:27][O:28][CH3:29])[CH:17]=2)[C@H:10]([NH:34][C:35](=[O:47])[CH:36]([O:43]C(=O)C)[C:37]2[CH:42]=[CH:41][CH:40]=[CH:39][CH:38]=2)[CH2:9]1)=[O:7])([CH3:4])([CH3:3])[CH3:2].[Li+].[OH-].O.Cl, predict the reaction product. The product is: [C:1]([O:5][C:6]([N:8]1[CH2:12][C@@H:11]([CH2:13][N:14]([CH:31]([CH3:32])[CH3:33])[C:15](=[O:30])[C:16]2[CH:21]=[CH:20][C:19]([O:22][CH3:23])=[C:18]([O:24][CH2:25][CH2:26][CH2:27][O:28][CH3:29])[CH:17]=2)[C@H:10]([NH:34][C:35](=[O:47])[CH:36]([OH:43])[C:37]2[CH:38]=[CH:39][CH:40]=[CH:41][CH:42]=2)[CH2:9]1)=[O:7])([CH3:3])([CH3:4])[CH3:2]. (2) Given the reactants Cl[CH2:2][C:3]1[O:7][N:6]=[C:5]([C:8]2[CH:13]=[C:12]([F:14])[CH:11]=[CH:10][C:9]=2[F:15])[N:4]=1.[CH2:16]([N:18]1[C:22]([C:23]2[S:24][CH:25]=[CH:26][CH:27]=2)=[N:21][NH:20][C:19]1=[S:28])[CH3:17].C(=O)([O-])[O-].[K+].[K+].C(OCC)(=O)C, predict the reaction product. The product is: [F:15][C:9]1[CH:10]=[CH:11][C:12]([F:14])=[CH:13][C:8]=1[C:5]1[N:4]=[C:3]([CH2:2][S:28][C:19]2[N:18]([CH2:16][CH3:17])[C:22]([C:23]3[S:24][CH:25]=[CH:26][CH:27]=3)=[N:21][N:20]=2)[O:7][N:6]=1.